From a dataset of Full USPTO retrosynthesis dataset with 1.9M reactions from patents (1976-2016). Predict the reactants needed to synthesize the given product. (1) Given the product [C:25]([O:24][C:22]([N:1]1[C:9]2[C:4](=[CH:5][CH:6]=[C:7]([C:10]([OH:12])=[O:11])[CH:8]=2)[CH:3]=[CH:2]1)=[O:23])([CH3:28])([CH3:27])[CH3:26], predict the reactants needed to synthesize it. The reactants are: [NH:1]1[C:9]2[C:4](=[CH:5][CH:6]=[C:7]([C:10]([OH:12])=[O:11])[CH:8]=2)[CH:3]=[CH:2]1.C(N(C(C)C)CC)(C)C.[C:22](O[C:22]([O:24][C:25]([CH3:28])([CH3:27])[CH3:26])=[O:23])([O:24][C:25]([CH3:28])([CH3:27])[CH3:26])=[O:23]. (2) Given the product [Cl:1][C:2]1[CH:3]=[C:4]2[C:8](=[C:9]([Cl:11])[CH:10]=1)[NH:7][C:6](=[O:12])[C:5]2([CH2:15][CH2:16][CH2:17][CH2:18][N:31]1[CH2:30][CH2:29][N:28]([C:23]2[CH:24]=[CH:25][C:26]([Cl:27])=[C:21]([Cl:20])[CH:22]=2)[CH2:33][CH2:32]1)[CH2:13][CH3:14], predict the reactants needed to synthesize it. The reactants are: [Cl:1][C:2]1[CH:3]=[C:4]2[C:8](=[C:9]([Cl:11])[CH:10]=1)[NH:7][C:6](=[O:12])[C:5]2([CH2:15][CH2:16][CH2:17][CH2:18]Cl)[CH2:13][CH3:14].[Cl:20][C:21]1[CH:22]=[C:23]([N:28]2[CH2:33][CH2:32][NH:31][CH2:30][CH2:29]2)[CH:24]=[CH:25][C:26]=1[Cl:27]. (3) Given the product [I:1]/[CH:19]=[CH:18]/[C:17]1[CH:23]=[CH:24][C:14]([O:13][CH3:12])=[CH:15][CH:16]=1, predict the reactants needed to synthesize it. The reactants are: [I:1]N1C(C)(C)C(=O)N(C)C1=O.[CH3:12][O:13][C:14]1[CH:24]=[CH:23][C:17]([CH:18]=[CH:19]C(O)=O)=[CH:16][CH:15]=1. (4) The reactants are: [CH3:1][O:2][C:3]1[C:4]([N+:10]([O-])=O)=[N:5][CH:6]=[CH:7][C:8]=1[CH3:9]. Given the product [NH2:10][C:4]1[C:3]([O:2][CH3:1])=[C:8]([CH3:9])[CH:7]=[CH:6][N:5]=1, predict the reactants needed to synthesize it. (5) Given the product [F:36][C:33]1[CH:32]=[CH:31][C:30]([C:22]2[CH:23]=[C:24]([C:26]([F:28])([F:29])[F:27])[N:25]=[C:20]([C:16]3[CH:15]=[C:14]([C:11]4[S:10][C:9]([S:6]([NH2:5])(=[O:8])=[O:7])=[CH:13][CH:12]=4)[CH:19]=[CH:18][CH:17]=3)[N:21]=2)=[CH:35][CH:34]=1, predict the reactants needed to synthesize it. The reactants are: C([NH:5][S:6]([C:9]1[S:10][C:11]([C:14]2[CH:19]=[CH:18][CH:17]=[C:16]([C:20]3[N:25]=[C:24]([C:26]([F:29])([F:28])[F:27])[CH:23]=[C:22]([C:30]4[CH:35]=[CH:34][C:33]([F:36])=[CH:32][CH:31]=4)[N:21]=3)[CH:15]=2)=[CH:12][CH:13]=1)(=[O:8])=[O:7])(C)(C)C.C(O)(C(F)(F)F)=O. (6) Given the product [C:29]([NH:28][C@H:14]([C:15](=[O:27])[NH:16][CH2:17][CH2:18][CH2:19][CH2:20][C:21]1[CH:26]=[CH:25][CH:24]=[CH:23][CH:22]=1)[CH2:13][C:10]1[CH:11]=[CH:12][C:7]([O:6][CH2:5][C:4]([OH:40])=[O:3])=[C:8]([N+:37]([O-:39])=[O:38])[CH:9]=1)(=[O:36])[C:30]1[CH:31]=[CH:32][CH:33]=[CH:34][CH:35]=1, predict the reactants needed to synthesize it. The reactants are: C([O:3][C:4](=[O:40])[CH2:5][O:6][C:7]1[CH:12]=[CH:11][C:10]([CH2:13][C@H:14]([NH:28][C:29](=[O:36])[C:30]2[CH:35]=[CH:34][CH:33]=[CH:32][CH:31]=2)[C:15](=[O:27])[NH:16][CH2:17][CH2:18][CH2:19][CH2:20][C:21]2[CH:26]=[CH:25][CH:24]=[CH:23][CH:22]=2)=[CH:9][C:8]=1[N+:37]([O-:39])=[O:38])C.[OH-].[Na+].